Dataset: Forward reaction prediction with 1.9M reactions from USPTO patents (1976-2016). Task: Predict the product of the given reaction. Given the reactants [Cl:1][C:2]1[N:10]=[C:9]2[C:5]([N:6]=[CH:7][N:8]2[CH:11]2[CH2:15][CH2:14][CH2:13][CH2:12]2)=[C:4]([NH:16][CH2:17][C:18]2[CH:23]=[CH:22][C:21](Br)=[CH:20][CH:19]=2)[N:3]=1.[O:25]1[CH:29]=[CH:28][CH:27]=[C:26]1B(O)O.O.O.O.P([O-])([O-])([O-])=O.[K+].[K+].[K+].O, predict the reaction product. The product is: [Cl:1][C:2]1[N:10]=[C:9]2[C:5]([N:6]=[CH:7][N:8]2[CH:11]2[CH2:15][CH2:14][CH2:13][CH2:12]2)=[C:4]([NH:16][CH2:17][C:18]2[CH:23]=[CH:22][C:21]([C:26]3[O:25][CH:29]=[CH:28][CH:27]=3)=[CH:20][CH:19]=2)[N:3]=1.